From a dataset of NCI-60 drug combinations with 297,098 pairs across 59 cell lines. Regression. Given two drug SMILES strings and cell line genomic features, predict the synergy score measuring deviation from expected non-interaction effect. (1) Drug 1: C1=C(C(=O)NC(=O)N1)N(CCCl)CCCl. Drug 2: C(CN)CNCCSP(=O)(O)O. Cell line: K-562. Synergy scores: CSS=37.7, Synergy_ZIP=-4.87, Synergy_Bliss=0.394, Synergy_Loewe=-18.6, Synergy_HSA=-0.317. (2) Drug 1: CS(=O)(=O)CCNCC1=CC=C(O1)C2=CC3=C(C=C2)N=CN=C3NC4=CC(=C(C=C4)OCC5=CC(=CC=C5)F)Cl. Drug 2: CC(C)(C#N)C1=CC(=CC(=C1)CN2C=NC=N2)C(C)(C)C#N. Cell line: PC-3. Synergy scores: CSS=9.80, Synergy_ZIP=-3.06, Synergy_Bliss=0.498, Synergy_Loewe=0.688, Synergy_HSA=0.447. (3) Drug 1: CNC(=O)C1=CC=CC=C1SC2=CC3=C(C=C2)C(=NN3)C=CC4=CC=CC=N4. Drug 2: C1=CC(=CC=C1CCCC(=O)O)N(CCCl)CCCl. Cell line: SF-539. Synergy scores: CSS=17.4, Synergy_ZIP=-6.20, Synergy_Bliss=-5.82, Synergy_Loewe=-2.15, Synergy_HSA=-1.16. (4) Synergy scores: CSS=21.8, Synergy_ZIP=-5.24, Synergy_Bliss=1.36, Synergy_Loewe=-7.52, Synergy_HSA=2.16. Cell line: TK-10. Drug 2: CC1=C(N=C(N=C1N)C(CC(=O)N)NCC(C(=O)N)N)C(=O)NC(C(C2=CN=CN2)OC3C(C(C(C(O3)CO)O)O)OC4C(C(C(C(O4)CO)O)OC(=O)N)O)C(=O)NC(C)C(C(C)C(=O)NC(C(C)O)C(=O)NCCC5=NC(=CS5)C6=NC(=CS6)C(=O)NCCC[S+](C)C)O. Drug 1: CC1=C(C(=CC=C1)Cl)NC(=O)C2=CN=C(S2)NC3=CC(=NC(=N3)C)N4CCN(CC4)CCO. (5) Drug 1: C1C(C(OC1N2C=C(C(=O)NC2=O)F)CO)O. Drug 2: CC1=C(C(=CC=C1)Cl)NC(=O)C2=CN=C(S2)NC3=CC(=NC(=N3)C)N4CCN(CC4)CCO. Cell line: UO-31. Synergy scores: CSS=8.20, Synergy_ZIP=-3.67, Synergy_Bliss=1.97, Synergy_Loewe=-0.358, Synergy_HSA=0.0751. (6) Drug 1: CC12CCC3C(C1CCC2=O)CC(=C)C4=CC(=O)C=CC34C. Drug 2: CS(=O)(=O)OCCCCOS(=O)(=O)C. Cell line: A498. Synergy scores: CSS=42.1, Synergy_ZIP=4.29, Synergy_Bliss=7.48, Synergy_Loewe=0.864, Synergy_HSA=7.21.